The task is: Predict the product of the given reaction.. This data is from Forward reaction prediction with 1.9M reactions from USPTO patents (1976-2016). (1) Given the reactants [Cl:1][C:2]1[CH:7]=[CH:6][C:5]([C:8]2[N:9]([CH2:22][C@H:23]([OH:28])[C:24]([F:27])([F:26])[F:25])[C:10](=[O:21])[N:11]([CH2:13][C:14]3[N:18]=[C:17]([CH2:19][OH:20])[NH:16][N:15]=3)[N:12]=2)=[CH:4][CH:3]=1.[Cl:29][C:30]1[CH:31]=[C:32](B(O)O)[CH:33]=[CH:34][CH:35]=1.B(O)O, predict the reaction product. The product is: [Cl:1][C:2]1[CH:3]=[CH:4][C:5]([C:8]2[N:9]([CH2:22][C@H:23]([OH:28])[C:24]([F:25])([F:27])[F:26])[C:10](=[O:21])[N:11]([CH2:13][C:14]3[N:18]=[C:17]([CH2:19][OH:20])[N:16]([C:34]4[CH:33]=[CH:32][CH:31]=[C:30]([Cl:29])[CH:35]=4)[N:15]=3)[N:12]=2)=[CH:6][CH:7]=1. (2) Given the reactants [OH:1][CH:2]1[CH2:6][CH2:5][N:4]([C:7]([N:9]2[CH2:14][CH:13]([C:15]3[CH:20]=[CH:19][C:18]([O:21][C:22]([F:25])([F:24])[F:23])=[CH:17][CH:16]=3)[CH2:12][CH:11]([C:26](O)=[O:27])[CH2:10]2)=[O:8])[CH2:3]1.O[N:30]=[C:31]([CH:33]1[CH2:35][CH2:34]1)[NH2:32], predict the reaction product. The product is: [CH:33]1([C:31]2[N:32]=[C:26]([CH:11]3[CH2:12][CH:13]([C:15]4[CH:20]=[CH:19][C:18]([O:21][C:22]([F:25])([F:24])[F:23])=[CH:17][CH:16]=4)[CH2:14][N:9]([C:7]([N:4]4[CH2:5][CH2:6][CH:2]([OH:1])[CH2:3]4)=[O:8])[CH2:10]3)[O:27][N:30]=2)[CH2:35][CH2:34]1. (3) Given the reactants [NH2:1][C:2]1[CH:3]=[CH:4][C:5]([F:18])=[C:6]([C@:8]2([CH2:16][F:17])[C@@H:13]([F:14])[CH2:12][O:11][C:10]([NH2:15])=[N:9]2)[CH:7]=1.[C:19]([C:21]1[CH:22]=[CH:23][C:24]([C:27](O)=[O:28])=[N:25][CH:26]=1)#[N:20], predict the reaction product. The product is: [NH2:15][C:10]1[O:11][CH2:12][C@H:13]([F:14])[C@:8]([C:6]2[CH:7]=[C:2]([NH:1][C:27]([C:24]3[CH:23]=[CH:22][C:21]([C:19]#[N:20])=[CH:26][N:25]=3)=[O:28])[CH:3]=[CH:4][C:5]=2[F:18])([CH2:16][F:17])[N:9]=1. (4) The product is: [CH3:11][NH:12][CH2:2][C:3]1[CH:4]=[C:5]([CH:8]=[CH:9][CH:10]=1)[C:6]#[N:7]. Given the reactants Br[CH2:2][C:3]1[CH:4]=[C:5]([CH:8]=[CH:9][CH:10]=1)[C:6]#[N:7].[CH3:11][NH2:12], predict the reaction product. (5) Given the reactants [CH3:1][O:2][C:3](=[O:23])[CH2:4][C@@H:5]1[CH2:9][S:8][C:7]([C:10]2[NH:11][C:12]3[C:17]([CH:18]=2)=[CH:16][C:15]([Cl:19])=[CH:14][C:13]=3[N+:20]([O-])=O)=[N:6]1.CO.O.[Cl-].[NH4+], predict the reaction product. The product is: [CH3:1][O:2][C:3](=[O:23])[CH2:4][C@@H:5]1[CH2:9][S:8][C:7]([C:10]2[NH:11][C:12]3[C:17]([CH:18]=2)=[CH:16][C:15]([Cl:19])=[CH:14][C:13]=3[NH2:20])=[N:6]1. (6) Given the reactants [CH3:1][O:2][C:3](=[O:29])[C:4]1[CH:9]=[CH:8][C:7]([C:10]#[C:11]/[CH:12]=[CH:13]/[C:14]2[CH:19]=[CH:18][C:17]([CH2:20][O:21][Si](C(C)(C)C)(C)C)=[CH:16][CH:15]=2)=[CH:6][CH:5]=1, predict the reaction product. The product is: [CH3:1][O:2][C:3](=[O:29])[C:4]1[CH:5]=[CH:6][C:7]([C:10]#[C:11]/[CH:12]=[CH:13]/[C:14]2[CH:15]=[CH:16][C:17]([CH2:20][OH:21])=[CH:18][CH:19]=2)=[CH:8][CH:9]=1.